This data is from Full USPTO retrosynthesis dataset with 1.9M reactions from patents (1976-2016). The task is: Predict the reactants needed to synthesize the given product. (1) The reactants are: [CH3:1][O:2][C:3]1[CH:10]=[CH:9][C:8]([O:11][C:12]([F:15])([F:14])[F:13])=[CH:7][C:4]=1[CH:5]=[O:6].[BH4-].[Na+]. Given the product [CH3:1][O:2][C:3]1[CH:10]=[CH:9][C:8]([O:11][C:12]([F:13])([F:15])[F:14])=[CH:7][C:4]=1[CH2:5][OH:6], predict the reactants needed to synthesize it. (2) Given the product [Cl:1][C:2]1[CH:7]=[C:6]([C:8]([F:11])([F:10])[F:9])[CH:5]=[CH:4][C:3]=1[C:12]1[C:13](=[O:15])[O:14][C:37]2[C:36]([C:43]=1[CH2:44][C:45]1[CH:50]=[CH:49][C:48]([OH:51])=[CH:47][CH:46]=1)=[CH:35][CH:40]=[C:39]([O:41][CH3:42])[CH:38]=2, predict the reactants needed to synthesize it. The reactants are: [Cl:1][C:2]1[CH:7]=[C:6]([C:8]([F:11])([F:10])[F:9])[CH:5]=[CH:4][C:3]=1[CH2:12][C:13]([OH:15])=[O:14].C(N1C=CN=C1)(N1C=CN=C1)=O.C([O-])([O-])=O.[K+].[K+].O[C:35]1[CH:40]=[C:39]([O:41][CH3:42])[CH:38]=[CH:37][C:36]=1[C:43](=O)[CH2:44][C:45]1[CH:50]=[CH:49][C:48]([OH:51])=[CH:47][CH:46]=1. (3) Given the product [CH:17]1([C:16]#[C:12][C:27]2[CH:28]=[C:29]([C@@H:33]3[C@@H:37]([C:38]4[CH:43]=[C:42]([F:44])[CH:41]=[CH:40][C:39]=4[F:45])[O:36][C:35](=[O:46])[NH:34]3)[CH:30]=[N:31][CH:32]=2)[CH2:22][CH2:21][CH2:20][CH2:19][CH2:18]1, predict the reactants needed to synthesize it. The reactants are: CN(C)CC#CC1C=C([C@@H:12]2[C@@H:16]([C:17]3[CH:22]=[CH:21][CH:20]=[C:19](F)[CH:18]=3)OC(=O)N2)C=NC=1.Br[C:27]1[CH:28]=[C:29]([C@@H:33]2[C@@H:37]([C:38]3[CH:43]=[C:42]([F:44])[CH:41]=[CH:40][C:39]=3[F:45])[O:36][C:35](=[O:46])[NH:34]2)[CH:30]=[N:31][CH:32]=1.C(C1CCCCC1)#C. (4) Given the product [ClH:1].[ClH:37].[Cl:1][C:2]1[CH:7]=[C:6]([Cl:8])[CH:5]=[CH:4][C:3]=1[C:9]1[CH:14]=[CH:13][N:12]([C:15]2[CH:16]=[CH:17][C:18]3[C:19]4[CH2:28][NH:27][CH2:26][CH2:25][C:20]=4[N:21]([CH3:24])[C:22]=3[CH:23]=2)[C:11](=[O:36])[CH:10]=1, predict the reactants needed to synthesize it. The reactants are: [Cl:1][C:2]1[CH:7]=[C:6]([Cl:8])[CH:5]=[CH:4][C:3]=1[C:9]1[CH:14]=[CH:13][N:12]([C:15]2[CH:16]=[CH:17][C:18]3[C:19]4[CH2:28][N:27](C(OC(C)(C)C)=O)[CH2:26][CH2:25][C:20]=4[N:21]([CH3:24])[C:22]=3[CH:23]=2)[C:11](=[O:36])[CH:10]=1.[ClH:37]. (5) Given the product [F:1][C:2]1[CH:19]=[C:18]([S:20]([C:23]2[CH:28]=[CH:27][CH:26]=[CH:25][CH:24]=2)(=[O:22])=[O:21])[CH:17]=[CH:16][C:3]=1[O:4][C:5]1[CH:6]=[C:7]([CH2:12][C:13]([OH:15])=[O:14])[CH:8]=[C:9]([O:11][S:37]([C:36]([F:49])([F:48])[F:35])(=[O:39])=[O:38])[CH:10]=1, predict the reactants needed to synthesize it. The reactants are: [F:1][C:2]1[CH:19]=[C:18]([S:20]([C:23]2[CH:28]=[CH:27][CH:26]=[CH:25][CH:24]=2)(=[O:22])=[O:21])[CH:17]=[CH:16][C:3]=1[O:4][C:5]1[CH:6]=[C:7]([CH2:12][C:13]([OH:15])=[O:14])[CH:8]=[C:9]([OH:11])[CH:10]=1.N1C=CC=CC=1.[F:35][C:36]([F:49])([F:48])[S:37](O[S:37]([C:36]([F:49])([F:48])[F:35])(=[O:39])=[O:38])(=[O:39])=[O:38]. (6) Given the product [Br:1][C:2]1[CH:3]=[CH:4][C:5]([C:8]2[C:12]3[CH:13]=[CH:14][C:15]([O:17][CH2:18][CH2:19][CH2:20][CH2:21][N:22]([CH2:23][CH2:24][O:25][Si:37]([C:33]([CH3:36])([CH3:35])[CH3:34])([CH3:40])[CH3:39])[CH2:26][CH3:27])=[CH:16][C:11]=3[S:10][N:9]=2)=[CH:6][CH:7]=1, predict the reactants needed to synthesize it. The reactants are: [Br:1][C:2]1[CH:7]=[CH:6][C:5]([C:8]2[C:12]3[CH:13]=[CH:14][C:15]([O:17][CH2:18][CH2:19][CH2:20][CH2:21][N:22]([CH2:26][CH3:27])[CH2:23][CH2:24][OH:25])=[CH:16][C:11]=3[S:10][N:9]=2)=[CH:4][CH:3]=1.N1C=CN=C1.[C:33]([Si:37]([CH3:40])([CH3:39])Cl)([CH3:36])([CH3:35])[CH3:34].C([O-])(O)=O.[Na+]. (7) Given the product [CH3:3][CH:2]([O:4][C:5]1[CH:6]=[CH:7][C:8]([CH:11]=[O:12])=[N:9][CH:10]=1)[CH3:1], predict the reactants needed to synthesize it. The reactants are: [CH3:1][CH:2]([O:4][C:5]1[CH:6]=[CH:7][C:8]([CH2:11][OH:12])=[N:9][CH:10]=1)[CH3:3].CC1(C)N([O])C(C)(C)CCC1.ClN1C(=O)N(Cl)C(=O)N(Cl)C1=O. (8) Given the product [C:38]([N:34]1[C:35]2[C:30](=[CH:29][C:28]([Br:27])=[CH:37][CH:36]=2)[N:31]([C:10]([O:5][CH2:4][CH:1]2[CH2:3][CH2:2]2)=[O:16])[CH2:32][C@@H:33]1[CH3:41])(=[O:40])[CH3:39], predict the reactants needed to synthesize it. The reactants are: [CH:1]1([CH2:4][OH:5])[CH2:3][CH2:2]1.ClC(Cl)(O[C:10](=[O:16])OC(Cl)(Cl)Cl)Cl.C(N(CC)C(C)C)(C)C.[Br:27][C:28]1[CH:29]=[C:30]2[C:35](=[CH:36][CH:37]=1)[N:34]([C:38](=[O:40])[CH3:39])[C@@H:33]([CH3:41])[CH2:32][NH:31]2. (9) Given the product [CH2:5]([C:7]1[C:8]([NH:25][CH:26]([CH2:29][CH3:30])[CH2:27][CH3:28])=[N:9][C:10]([CH2:23][CH3:24])=[C:11]([C:13]2[CH:18]=[CH:17][C:16]([OH:19])=[CH:15][C:14]=2[OH:21])[N:12]=1)[CH3:6], predict the reactants needed to synthesize it. The reactants are: B(Br)(Br)Br.[CH2:5]([C:7]1[C:8]([NH:25][CH:26]([CH2:29][CH3:30])[CH2:27][CH3:28])=[N:9][C:10]([CH2:23][CH3:24])=[C:11]([C:13]2[CH:18]=[CH:17][C:16]([O:19]C)=[CH:15][C:14]=2[O:21]C)[N:12]=1)[CH3:6]. (10) Given the product [N:36]([CH2:23][C:2]([F:35])([F:1])[CH2:3][N:4]1[C:12]2[C:7](=[CH:8][CH:9]=[C:10]([C:13]([O:15][CH2:16][CH3:17])=[O:14])[CH:11]=2)[CH:6]=[C:5]1[C:18]([O:20][CH2:21][CH3:22])=[O:19])=[N+:37]=[N-:38], predict the reactants needed to synthesize it. The reactants are: [F:1][C:2]([F:35])([CH2:23]OS(C1C=CC(C)=CC=1)(=O)=O)[CH2:3][N:4]1[C:12]2[C:7](=[CH:8][CH:9]=[C:10]([C:13]([O:15][CH2:16][CH3:17])=[O:14])[CH:11]=2)[CH:6]=[C:5]1[C:18]([O:20][CH2:21][CH3:22])=[O:19].[N-:36]=[N+:37]=[N-:38].[Na+].O.